Dataset: Catalyst prediction with 721,799 reactions and 888 catalyst types from USPTO. Task: Predict which catalyst facilitates the given reaction. (1) Reactant: [Br:1][C:2]1[CH:3]=[C:4]([N:8]([CH3:10])N)[CH:5]=[CH:6][CH:7]=1.[N:11]12[CH2:19][CH2:18][CH:15]([CH2:16][CH2:17]1)[C:14](=O)[CH2:13][CH2:12]2.Cl. The catalyst class is: 32. Product: [Br:1][C:2]1[CH:7]=[CH:6][C:5]2[C:13]3[CH2:12][N:11]4[CH2:19][CH2:18][CH:15]([CH2:16][CH2:17]4)[C:14]=3[N:8]([CH3:10])[C:4]=2[CH:3]=1. (2) Reactant: [F:1][C:2]1[CH:7]=[C:6]([S:8]([CH3:11])(=[O:10])=[O:9])[CH:5]=[CH:4][C:3]=1[NH:12][C:13]1[C:14]2[NH:21][CH:20]=[C:19]([CH:22]3[CH2:27][CH2:26][N:25]([C:28]([O:30][C:31]([CH3:34])([CH3:33])[CH3:32])=[O:29])[CH2:24][CH2:23]3)[C:15]=2[N:16]=[CH:17][N:18]=1.[H-].[Na+].[CH3:37][S:38](Cl)(=[O:40])=[O:39]. Product: [F:1][C:2]1[CH:7]=[C:6]([S:8]([CH3:11])(=[O:9])=[O:10])[CH:5]=[CH:4][C:3]=1[NH:12][C:13]1[C:14]2[N:21]([S:38]([CH3:37])(=[O:40])=[O:39])[CH:20]=[C:19]([CH:22]3[CH2:23][CH2:24][N:25]([C:28]([O:30][C:31]([CH3:34])([CH3:33])[CH3:32])=[O:29])[CH2:26][CH2:27]3)[C:15]=2[N:16]=[CH:17][N:18]=1. The catalyst class is: 35. (3) Reactant: [NH:1]1[C:5]2[CH:6]=[C:7]([C:10]3[O:14][C:13]([SH:15])=[N:12][N:11]=3)[CH:8]=[CH:9][C:4]=2[N:3]=[CH:2]1.[CH2:16](Br)[CH3:17]. Product: [CH2:16]([S:15][C:13]1[O:14][C:10]([C:7]2[CH:8]=[CH:9][C:4]3[NH:3][CH:2]=[N:1][C:5]=3[CH:6]=2)=[N:11][N:12]=1)[CH3:17]. The catalyst class is: 14. (4) Reactant: [C:1]1([C:7]2[CH:8]=[C:9]3[C:14](=[CH:15][CH:16]=2)[C:13]([NH2:17])=[CH:12][CH:11]=[CH:10]3)[CH:6]=[CH:5][CH:4]=[CH:3][CH:2]=1.Cl[C:19]1[N:28]=[CH:27][C:26]([CH:29]2[CH2:31][CH2:30]2)=[CH:25][C:20]=1[C:21]([O:23][CH3:24])=[O:22].C(=O)([O-])[O-].[Cs+].[Cs+]. Product: [CH:29]1([C:26]2[CH:27]=[N:28][C:19]([NH:17][C:13]3[C:14]4[C:9](=[CH:8][C:7]([C:1]5[CH:2]=[CH:3][CH:4]=[CH:5][CH:6]=5)=[CH:16][CH:15]=4)[CH:10]=[CH:11][CH:12]=3)=[C:20]([CH:25]=2)[C:21]([O:23][CH3:24])=[O:22])[CH2:30][CH2:31]1. The catalyst class is: 187. (5) Reactant: [CH3:1][O:2][C:3]1[CH:4]=[CH:5][CH:6]=[C:7]2[C:12]=1[N:11]=[C:10]([CH3:13])[CH:9]=[CH:8]2.[CH2:14]([Li])CCC.IC.[Cl-].[NH4+]. Product: [CH2:13]([C:10]1[CH:9]=[CH:8][C:7]2[C:12](=[C:3]([O:2][CH3:1])[CH:4]=[CH:5][CH:6]=2)[N:11]=1)[CH3:14]. The catalyst class is: 134. (6) Reactant: C([O:3][P:4]([CH2:9][CH2:10][O:11][CH2:12][CH2:13][O:14][CH2:15][CH2:16][O:17][CH2:18][CH2:19][NH:20][C:21](=[O:63])[C@@H:22]([NH:52]C(OCC1C=CC=CC=1)=O)[CH2:23][S:24][CH2:25][C@H:26]([O:40][C:41](=[O:51])[NH:42][CH2:43][CH2:44][CH2:45][CH2:46][CH2:47][CH2:48][CH2:49][CH3:50])[CH2:27][O:28][C:29](=[O:39])[NH:30][CH2:31][CH2:32][CH2:33][CH2:34][CH2:35][CH2:36][CH2:37][CH3:38])(=[O:8])[O:5]CC)C.C[Si](Br)(C)C. The catalyst class is: 2. Product: [NH2:52][C@@H:22]([CH2:23][S:24][CH2:25][C@H:26]([O:40][C:41](=[O:51])[NH:42][CH2:43][CH2:44][CH2:45][CH2:46][CH2:47][CH2:48][CH2:49][CH3:50])[CH2:27][O:28][C:29](=[O:39])[NH:30][CH2:31][CH2:32][CH2:33][CH2:34][CH2:35][CH2:36][CH2:37][CH3:38])[C:21](=[O:63])[NH:20][CH2:19][CH2:18][O:17][CH2:16][CH2:15][O:14][CH2:13][CH2:12][O:11][CH2:10][CH2:9][P:4](=[O:3])([OH:5])[OH:8]. (7) Reactant: C(O[C:4]1[C:5](=[O:12])[C:6](=[O:11])[C:7]=1[O:8][CH2:9][CH3:10])C.C(N(CC)CC)C.[NH2:20][CH2:21][CH2:22][CH:23]1[O:28][CH2:27][CH2:26][N:25]([C:29]([O:31][CH2:32][C:33]2[CH:38]=[C:37]([Cl:39])[CH:36]=[C:35]([Cl:40])[CH:34]=2)=[O:30])[CH2:24]1. Product: [CH2:9]([O:8][C:7]1[C:6](=[O:11])[C:5](=[O:12])[C:4]=1[NH:20][CH2:21][CH2:22][CH:23]1[O:28][CH2:27][CH2:26][N:25]([C:29]([O:31][CH2:32][C:33]2[CH:38]=[C:37]([Cl:39])[CH:36]=[C:35]([Cl:40])[CH:34]=2)=[O:30])[CH2:24]1)[CH3:10]. The catalyst class is: 14. (8) Reactant: C(O)C.O=[C:5]([CH3:14])[CH2:6][C:7]([O:9][C:10]([CH3:13])([CH3:12])[CH3:11])=[O:8].[F:15][C:16]1[CH:21]=[CH:20][CH:19]=[CH:18][C:17]=1[NH:22][NH2:23]. Product: [F:15][C:16]1[CH:21]=[CH:20][CH:19]=[CH:18][C:17]=1[NH:22][N:23]=[C:5]([CH3:14])[CH2:6][C:7]([O:9][C:10]([CH3:13])([CH3:12])[CH3:11])=[O:8]. The catalyst class is: 17. (9) Reactant: [C:1]([O:5][C:6]([N:8]1[CH2:17][CH2:16][C:15]2[C:10](=[C:11]([C:18]([OH:20])=O)[CH:12]=[CH:13][CH:14]=2)[CH:9]1[CH3:21])=[O:7])([CH3:4])([CH3:3])[CH3:2].F[P-](F)(F)(F)(F)F.N1(O[P+](N2CCCC2)(N2CCCC2)N2CCCC2)C2C=CC=CC=2N=N1.C(N(CC)CC)C.[S:62]1[C:66]2[CH:67]=[CH:68][CH:69]=[CH:70][C:65]=2[N:64]=[C:63]1[NH2:71]. Product: [S:62]1[C:66]2[CH:67]=[CH:68][CH:69]=[CH:70][C:65]=2[N:64]=[C:63]1[NH:71][C:18]([C:11]1[CH:12]=[CH:13][CH:14]=[C:15]2[C:10]=1[CH:9]([CH3:21])[N:8]([C:6]([O:5][C:1]([CH3:3])([CH3:4])[CH3:2])=[O:7])[CH2:17][CH2:16]2)=[O:20]. The catalyst class is: 96.